The task is: Regression. Given a peptide amino acid sequence and an MHC pseudo amino acid sequence, predict their binding affinity value. This is MHC class II binding data.. This data is from Peptide-MHC class II binding affinity with 134,281 pairs from IEDB. (1) The peptide sequence is AAPANDKFTVFEAAF. The MHC is DRB1_0802 with pseudo-sequence DRB1_0802. The binding affinity (normalized) is 0.228. (2) The peptide sequence is EITGIMKDFDEPGHL. The MHC is HLA-DPA10103-DPB10401 with pseudo-sequence HLA-DPA10103-DPB10401. The binding affinity (normalized) is 0. (3) The peptide sequence is GRLLRGHDQSAYDG. The MHC is DRB1_0301 with pseudo-sequence DRB1_0301. The binding affinity (normalized) is 0.335. (4) The peptide sequence is FETNVSHNVQGATVA. The MHC is DRB4_0101 with pseudo-sequence DRB4_0103. The binding affinity (normalized) is 0.202. (5) The peptide sequence is FRNIVNMLHGVRDGL. The MHC is HLA-DPA10201-DPB10101 with pseudo-sequence HLA-DPA10201-DPB10101. The binding affinity (normalized) is 0.0956.